From a dataset of Forward reaction prediction with 1.9M reactions from USPTO patents (1976-2016). Predict the product of the given reaction. (1) Given the reactants [OH:1][C:2]1[CH:3]=[CH:4][CH:5]=[C:6]2[C:11]=1[N:10]=[C:9]([CH3:12])[CH:8]=[CH:7]2.[O:13]1CCOCC1, predict the reaction product. The product is: [OH:1][C:2]1[CH:3]=[CH:4][CH:5]=[C:6]2[C:11]=1[N:10]=[C:9]([CH:12]=[O:13])[CH:8]=[CH:7]2. (2) Given the reactants [CH3:1][CH:2]1[CH:7]=[C:6]([CH3:8])[CH2:5][CH2:4][C:3]1([C:11]([CH3:13])=[CH2:12])[CH:9]=[O:10].[CH2:14]([Mg]Cl)[CH:15]=[CH2:16], predict the reaction product. The product is: [CH3:1][CH:2]1[CH:7]=[C:6]([CH3:8])[CH2:5][CH2:4][C:3]1([CH:9]([OH:10])[CH2:16][CH:15]=[CH2:14])[C:11]([CH3:13])=[CH2:12]. (3) Given the reactants [N+:1]([C:4]1[C:5]([F:17])=[C:6]([C:12]([F:16])=[CH:13][C:14]=1F)[C:7]([O:9]CC)=[O:8])([O-])=O.FC1C=C(F)C=C(F)[C:20]=1[C:21]([O:23]CC)=O.[N+]([O-])(O)=O.O.O[S:38](O)(=O)=O, predict the reaction product. The product is: [F:17][C:5]1[C:4]2[NH:1][C:21](=[O:23])[CH2:20][S:38][C:14]=2[CH:13]=[C:12]([F:16])[C:6]=1[C:7]([OH:9])=[O:8]. (4) Given the reactants CS(O[CH2:6][CH2:7][C@H:8]([NH:15][C:16]([C@H:18]1[N:22]([S:23]([C:26]2[CH:31]=[CH:30][C:29]([C:32]3[CH:37]=[CH:36][CH:35]=[CH:34][CH:33]=3)=[CH:28][CH:27]=2)(=[O:25])=[O:24])[CH2:21][CH2:20][S:19]1)=[O:17])[C:9]1[CH:14]=[CH:13][CH:12]=[CH:11][CH:10]=1)(=O)=O.[NH:38]1[CH2:43][CH2:42][O:41][CH2:40][CH2:39]1, predict the reaction product. The product is: [C:29]1([C:32]2[CH:33]=[CH:34][CH:35]=[CH:36][CH:37]=2)[CH:30]=[CH:31][C:26]([S:23]([N:22]2[CH2:21][CH2:20][S:19][CH:18]2[C:16]([NH:15][CH:8]([C:9]2[CH:10]=[CH:11][CH:12]=[CH:13][CH:14]=2)[CH2:7][CH2:6][N:38]2[CH2:43][CH2:42][O:41][CH2:40][CH2:39]2)=[O:17])(=[O:25])=[O:24])=[CH:27][CH:28]=1. (5) Given the reactants [N:1]12[CH2:9][CH2:8][CH:5]([CH2:6][CH2:7]1)[NH:4][CH2:3][CH2:2]2.[F:10][C:11]1[CH:16]=[CH:15][C:14]([N+:17]([O-:19])=[O:18])=[CH:13][CH:12]=1.C(OCCOCC)C, predict the reaction product. The product is: [FH:10].[N+:17]([C:14]1[CH:15]=[CH:16][C:11]([N:4]2[CH:5]3[CH2:8][CH2:9][N:1]([CH2:7][CH2:6]3)[CH2:2][CH2:3]2)=[CH:12][CH:13]=1)([O-:19])=[O:18]. (6) Given the reactants BrC1C2C=NC([N+]([O-])=O)=C(O)C=2OC=1.ClC1C=CC=C(Cl)C=1C(O)C.ClC1C(F)=CC=C(Cl)C=1[C@H](OC1C2OC=CC=2C=NC=1[N+]([O-])=O)C.[Br:50][C:51]1[C:55]2[CH:56]=[N:57][C:58]([N+:71]([O-])=O)=[C:59]([O:60][CH:61]([C:63]3[C:68]([Cl:69])=[CH:67][CH:66]=[CH:65][C:64]=3[Cl:70])[CH3:62])[C:54]=2[O:53][CH:52]=1, predict the reaction product. The product is: [Br:50][C:51]1[C:55]2[CH:56]=[N:57][C:58]([NH2:71])=[C:59]([O:60][CH:61]([C:63]3[C:64]([Cl:70])=[CH:65][CH:66]=[CH:67][C:68]=3[Cl:69])[CH3:62])[C:54]=2[O:53][CH:52]=1. (7) Given the reactants C([N:3]([CH2:30][CH2:31][C:32]1[CH:37]=[CH:36][CH:35]=[CH:34][N:33]=1)[C:4]1[CH:9]=[CH:8][C:7]([NH:10][C:11]([C:13]2[C:14]([C:19]3[CH:24]=[CH:23][C:22]([C:25]([F:28])([F:27])[F:26])=[CH:21][CH:20]=3)=[CH:15][CH:16]=[CH:17][CH:18]=2)=[O:12])=[CH:6][C:5]=1[CH3:29])=O.Cl, predict the reaction product. The product is: [CH3:29][C:5]1[CH:6]=[C:7]([NH:10][C:11]([C:13]2[C:14]([C:19]3[CH:20]=[CH:21][C:22]([C:25]([F:28])([F:26])[F:27])=[CH:23][CH:24]=3)=[CH:15][CH:16]=[CH:17][CH:18]=2)=[O:12])[CH:8]=[CH:9][C:4]=1[NH:3][CH2:30][CH2:31][C:32]1[CH:37]=[CH:36][CH:35]=[CH:34][N:33]=1. (8) Given the reactants [CH3:1][NH:2][NH2:3].Br[C:5]([CH3:12])([CH3:11])[C:6]([O:8][CH2:9][CH3:10])=[O:7], predict the reaction product. The product is: [CH3:11][C:5]([N:2]([CH3:1])[NH2:3])([CH3:12])[C:6]([O:8][CH2:9][CH3:10])=[O:7].